This data is from Full USPTO retrosynthesis dataset with 1.9M reactions from patents (1976-2016). The task is: Predict the reactants needed to synthesize the given product. Given the product [CH2:19]([N:1]1[CH2:6][CH2:5][CH2:4][CH:3]([O:7][C:8]2[CH:9]=[C:10]3[C:15](=[CH:16][CH:17]=2)[C:14]([NH2:18])=[N:13][CH:12]=[CH:11]3)[CH2:2]1)[C:20]1[CH:25]=[CH:24][CH:23]=[CH:22][CH:21]=1, predict the reactants needed to synthesize it. The reactants are: [NH:1]1[CH2:6][CH2:5][CH2:4][CH:3]([O:7][C:8]2[CH:9]=[C:10]3[C:15](=[CH:16][CH:17]=2)[C:14]([NH2:18])=[N:13][CH:12]=[CH:11]3)[CH2:2]1.[CH:19](=O)[C:20]1[CH:25]=[CH:24][CH:23]=[CH:22][CH:21]=1.C(O[BH-](OC(=O)C)OC(=O)C)(=O)C.[Na+].